From a dataset of NCI-60 drug combinations with 297,098 pairs across 59 cell lines. Regression. Given two drug SMILES strings and cell line genomic features, predict the synergy score measuring deviation from expected non-interaction effect. (1) Drug 1: CCC1(CC2CC(C3=C(CCN(C2)C1)C4=CC=CC=C4N3)(C5=C(C=C6C(=C5)C78CCN9C7C(C=CC9)(C(C(C8N6C)(C(=O)OC)O)OC(=O)C)CC)OC)C(=O)OC)O.OS(=O)(=O)O. Drug 2: C(CN)CNCCSP(=O)(O)O. Cell line: SF-539. Synergy scores: CSS=1.44, Synergy_ZIP=-0.0406, Synergy_Bliss=-0.481, Synergy_Loewe=0.858, Synergy_HSA=-0.995. (2) Drug 1: C1=CC(=CC=C1CCC2=CNC3=C2C(=O)NC(=N3)N)C(=O)NC(CCC(=O)O)C(=O)O. Drug 2: CC1=C(C(=O)C2=C(C1=O)N3CC4C(C3(C2COC(=O)N)OC)N4)N. Cell line: SF-539. Synergy scores: CSS=43.9, Synergy_ZIP=-7.50, Synergy_Bliss=-10.6, Synergy_Loewe=-10.4, Synergy_HSA=-5.12. (3) Drug 1: CCC1=CC2CC(C3=C(CN(C2)C1)C4=CC=CC=C4N3)(C5=C(C=C6C(=C5)C78CCN9C7C(C=CC9)(C(C(C8N6C)(C(=O)OC)O)OC(=O)C)CC)OC)C(=O)OC.C(C(C(=O)O)O)(C(=O)O)O. Drug 2: CC(C)CN1C=NC2=C1C3=CC=CC=C3N=C2N. Cell line: MDA-MB-231. Synergy scores: CSS=24.9, Synergy_ZIP=-9.36, Synergy_Bliss=-3.71, Synergy_Loewe=-14.5, Synergy_HSA=-3.34. (4) Drug 1: CC1=C(C(=CC=C1)Cl)NC(=O)C2=CN=C(S2)NC3=CC(=NC(=N3)C)N4CCN(CC4)CCO. Drug 2: C1=CC=C(C(=C1)C(C2=CC=C(C=C2)Cl)C(Cl)Cl)Cl. Cell line: HCT-15. Synergy scores: CSS=-2.57, Synergy_ZIP=-0.786, Synergy_Bliss=-2.92, Synergy_Loewe=-8.50, Synergy_HSA=-6.22.